From a dataset of Reaction yield outcomes from USPTO patents with 853,638 reactions. Predict the reaction yield, written as a fraction of the theoretical maximum amount of product (1.0 means a 100% yield; for example, 0.34 means a 34% yield). (1) The reactants are [C:1]([O:7][CH2:8][CH:9]=[CH2:10])(=[O:6])[CH2:2][C:3]([CH3:5])=O.[Br:11][C:12]1[CH:19]=[CH:18][C:15]([CH:16]=O)=[CH:14][CH:13]=1.[NH4+:20].[OH-:21]. The catalyst is CCO.C(Cl)Cl. The product is [Br:11][C:12]1[CH:19]=[CH:18][C:15]([CH:16]2[C:2]([C:1]([O:7][CH2:8][CH:9]=[CH2:10])=[O:6])=[C:3]([CH3:5])[NH:20][C:3]([CH3:5])=[C:2]2[C:1]([O:7][CH2:8][CH:9]=[CH2:10])=[O:21])=[CH:14][CH:13]=1. The yield is 0.0900. (2) The reactants are [NH2:1][NH2:2].Cl[C:4]1[C:5]([C:11]#[N:12])=[N:6][C:7]([I:10])=[CH:8][N:9]=1. The catalyst is C(O)CCC. The product is [I:10][C:7]1[N:6]=[C:5]2[C:11]([NH2:12])=[N:2][NH:1][C:4]2=[N:9][CH:8]=1. The yield is 0.860. (3) The reactants are C(N(CC)CC)C.[CH3:8][S:9](Cl)(=[O:11])=[O:10].C(OC([N:20]1[CH2:25][CH2:24][N:23]([C:26]([CH2:35][NH:36][C:37](=[O:49])[C:38]2[CH:43]=[CH:42][C:41]([O:44][CH2:45][C:46]#[C:47][CH3:48])=[CH:40][CH:39]=2)([C:31]([O:33][CH3:34])=[O:32])[C:27]([O:29][CH3:30])=[O:28])[CH2:22][CH2:21]1)=O)(C)(C)C. The catalyst is ClCCl. The product is [CH2:45]([O:44][C:41]1[CH:40]=[CH:39][C:38]([C:37]([NH:36][CH2:35][C:26]([N:23]2[CH2:24][CH2:25][N:20]([S:9]([CH3:8])(=[O:11])=[O:10])[CH2:21][CH2:22]2)([C:27]([O:29][CH3:30])=[O:28])[C:31]([O:33][CH3:34])=[O:32])=[O:49])=[CH:43][CH:42]=1)[C:46]#[C:47][CH3:48]. The yield is 0.800. (4) The reactants are [O:1]=[C:2]1[CH2:7][CH2:6][N:5]([C:8]2[CH:13]=[CH:12][C:11]([N:14]3[CH2:18][C@H:17]([CH2:19][NH:20][C:21](=[O:23])[CH3:22])[O:16][C:15]3=[O:24])=[CH:10][CH:9]=2)[CH2:4][CH2:3]1.[BH4-].[Na+]. The catalyst is CO. The product is [OH:1][CH:2]1[CH2:3][CH2:4][N:5]([C:8]2[CH:9]=[CH:10][C:11]([N:14]3[CH2:18][C@H:17]([CH2:19][NH:20][C:21](=[O:23])[CH3:22])[O:16][C:15]3=[O:24])=[CH:12][CH:13]=2)[CH2:6][CH2:7]1. The yield is 0.850. (5) The reactants are [Cl:1][C:2]1[CH:3]=[C:4]([NH:17][C:18]2[N:22]=[C:21]([NH2:23])[NH:20][N:19]=2)[CH:5]=[C:6]([Cl:16])[C:7]=1[C:8]1[CH:9]=[N:10][C:11]([O:14]C)=[CH:12][CH:13]=1.Br. The catalyst is CC(O)=O. The product is [NH2:23][C:21]1[NH:20][N:19]=[C:18]([NH:17][C:4]2[CH:3]=[C:2]([Cl:1])[C:7]([C:8]3[CH:13]=[CH:12][C:11](=[O:14])[NH:10][CH:9]=3)=[C:6]([Cl:16])[CH:5]=2)[N:22]=1. The yield is 0.460. (6) The reactants are [S:1]1[C:9]2[CH:8]=[CH:7][N:6]=[CH:5][C:4]=2[CH:3]=[CH:2]1.C([Li])CCC.[CH2:15]([Sn:19]([CH2:25][CH2:26][CH2:27][CH3:28])([CH2:21][CH2:22][CH2:23][CH3:24])Cl)[CH2:16][CH2:17][CH3:18].C([O-])(O)=O.[Na+]. The catalyst is C1COCC1. The product is [CH2:25]([Sn:19]([CH2:15][CH2:16][CH2:17][CH3:18])([CH2:21][CH2:22][CH2:23][CH3:24])[C:2]1[S:1][C:9]2[CH:8]=[CH:7][N:6]=[CH:5][C:4]=2[CH:3]=1)[CH2:26][CH2:27][CH3:28]. The yield is 0.670. (7) The reactants are [F:1][C:2]1[CH:3]=[C:4]([C:8]2[C:13]([C:14]3[CH:19]=[CH:18][N:17]=[C:16](F)[CH:15]=3)=[CH:12][N:11]=[C:10]([NH2:21])[N:9]=2)[CH:5]=[CH:6][CH:7]=1.[NH3:22].C(O)C.N. The catalyst is C(O)C. The product is [NH2:22][C:16]1[CH:15]=[C:14]([C:13]2[C:8]([C:4]3[CH:5]=[CH:6][CH:7]=[C:2]([F:1])[CH:3]=3)=[N:9][C:10]([NH2:21])=[N:11][CH:12]=2)[CH:19]=[CH:18][N:17]=1. The yield is 0.120. (8) The reactants are [CH3:1][O:2][C:3]([C:5]1[S:9][C:8]2[CH:10]=[C:11]([CH:14]=[C:15](Br)Br)[CH:12]=[CH:13][C:7]=2[C:6]=1[O:18][CH2:19][C:20]([O:22][CH3:23])=[O:21])=[O:4].[NH:24]1[CH2:29][CH2:28][CH2:27][CH2:26][CH2:25]1.[OH2:30]. The catalyst is CN(C)C=O.C(OCC)(=O)C. The product is [CH3:1][O:2][C:3]([C:5]1[S:9][C:8]2[CH:10]=[C:11]([CH2:14][C:15](=[O:30])[N:24]3[CH2:29][CH2:28][CH2:27][CH2:26][CH2:25]3)[CH:12]=[CH:13][C:7]=2[C:6]=1[O:18][CH2:19][C:20]([O:22][CH3:23])=[O:21])=[O:4]. The yield is 0.450. (9) The reactants are [CH3:1][N:2]1[C:6]([C:7]([OH:9])=O)=[CH:5][C:4]([CH3:10])=[N:3]1.S(Cl)(Cl)=O.[NH2:15][C:16]1[CH:17]=[C:18]([CH:31]=[CH:32][CH:33]=1)[C:19]([C:21]1[CH:29]=[C:28]2[C:24]([CH2:25][C:26](=[O:30])[NH:27]2)=[CH:23][CH:22]=1)=[O:20]. The catalyst is C1COCC1. The product is [O:30]=[C:26]1[CH2:25][C:24]2[C:28](=[CH:29][C:21]([C:19]([C:18]3[CH:17]=[C:16]([NH:15][C:7]([C:6]4[N:2]([CH3:1])[N:3]=[C:4]([CH3:10])[CH:5]=4)=[O:9])[CH:33]=[CH:32][CH:31]=3)=[O:20])=[CH:22][CH:23]=2)[NH:27]1. The yield is 0.750. (10) The reactants are C([O:3][C:4]([C:6]1([CH2:14][NH2:15])[C:8]2([CH2:13][CH2:12][CH2:11][CH2:10][CH2:9]2)[CH2:7]1)=[O:5])C. The catalyst is Cl. The product is [NH2:15][CH2:14][C:6]1([C:4]([OH:5])=[O:3])[C:8]2([CH2:13][CH2:12][CH2:11][CH2:10][CH2:9]2)[CH2:7]1. The yield is 0.0330.